This data is from Catalyst prediction with 721,799 reactions and 888 catalyst types from USPTO. The task is: Predict which catalyst facilitates the given reaction. (1) Reactant: [F:1][C:2]([F:22])([F:21])[C:3]1[CH:8]=[CH:7][C:6]([C:9]2[CH:10]=[CH:11][C:12]3[O:18][CH2:17][CH2:16][NH:15][C:14](=O)[C:13]=3[CH:20]=2)=[CH:5][CH:4]=1.P(Cl)(Cl)(Cl)(Cl)[Cl:24]. Product: [Cl:24][C:14]1[C:13]2[CH:20]=[C:9]([C:6]3[CH:7]=[CH:8][C:3]([C:2]([F:22])([F:21])[F:1])=[CH:4][CH:5]=3)[CH:10]=[CH:11][C:12]=2[O:18][CH2:17][CH2:16][N:15]=1. The catalyst class is: 11. (2) Reactant: [CH3:1][O:2][C:3]1[CH:10]=[CH:9][C:6]([CH:7]=[O:8])=[CH:5][C:4]=1[O:11][CH2:12][CH2:13][CH2:14][O:15][CH3:16].[BH4-].[Na+]. Product: [CH3:1][O:2][C:3]1[CH:10]=[CH:9][C:6]([CH2:7][OH:8])=[CH:5][C:4]=1[O:11][CH2:12][CH2:13][CH2:14][O:15][CH3:16]. The catalyst class is: 8.